The task is: Regression. Given two drug SMILES strings and cell line genomic features, predict the synergy score measuring deviation from expected non-interaction effect.. This data is from NCI-60 drug combinations with 297,098 pairs across 59 cell lines. (1) Drug 1: CN1C2=C(C=C(C=C2)N(CCCl)CCCl)N=C1CCCC(=O)O.Cl. Drug 2: CN(CCCl)CCCl.Cl. Cell line: NCIH23. Synergy scores: CSS=19.0, Synergy_ZIP=3.17, Synergy_Bliss=1.16, Synergy_Loewe=-28.4, Synergy_HSA=-2.52. (2) Drug 1: CC1=C2C(C(=O)C3(C(CC4C(C3C(C(C2(C)C)(CC1OC(=O)C(C(C5=CC=CC=C5)NC(=O)C6=CC=CC=C6)O)O)OC(=O)C7=CC=CC=C7)(CO4)OC(=O)C)O)C)OC(=O)C. Drug 2: CS(=O)(=O)OCCCCOS(=O)(=O)C. Cell line: BT-549. Synergy scores: CSS=35.8, Synergy_ZIP=-5.99, Synergy_Bliss=-3.76, Synergy_Loewe=-26.1, Synergy_HSA=-3.19. (3) Drug 1: CN(C(=O)NC(C=O)C(C(C(CO)O)O)O)N=O. Drug 2: CC(C)CN1C=NC2=C1C3=CC=CC=C3N=C2N. Cell line: NCI-H322M. Synergy scores: CSS=-0.371, Synergy_ZIP=1.05, Synergy_Bliss=0.969, Synergy_Loewe=-1.38, Synergy_HSA=-0.688. (4) Drug 1: C1=NC2=C(N=C(N=C2N1C3C(C(C(O3)CO)O)F)Cl)N. Drug 2: CC1=C(N=C(N=C1N)C(CC(=O)N)NCC(C(=O)N)N)C(=O)NC(C(C2=CN=CN2)OC3C(C(C(C(O3)CO)O)O)OC4C(C(C(C(O4)CO)O)OC(=O)N)O)C(=O)NC(C)C(C(C)C(=O)NC(C(C)O)C(=O)NCCC5=NC(=CS5)C6=NC(=CS6)C(=O)NCCC[S+](C)C)O. Cell line: MDA-MB-435. Synergy scores: CSS=5.48, Synergy_ZIP=-4.14, Synergy_Bliss=-4.33, Synergy_Loewe=-2.87, Synergy_HSA=-2.85. (5) Drug 1: CC1=C(C(CCC1)(C)C)C=CC(=CC=CC(=CC(=O)O)C)C. Drug 2: CC1CCC2CC(C(=CC=CC=CC(CC(C(=O)C(C(C(=CC(C(=O)CC(OC(=O)C3CCCCN3C(=O)C(=O)C1(O2)O)C(C)CC4CCC(C(C4)OC)OCCO)C)C)O)OC)C)C)C)OC. Cell line: TK-10. Synergy scores: CSS=13.3, Synergy_ZIP=-1.48, Synergy_Bliss=3.61, Synergy_Loewe=-33.2, Synergy_HSA=2.32. (6) Drug 1: CC(CN1CC(=O)NC(=O)C1)N2CC(=O)NC(=O)C2. Drug 2: C(CCl)NC(=O)N(CCCl)N=O. Cell line: SF-268. Synergy scores: CSS=17.6, Synergy_ZIP=-3.92, Synergy_Bliss=2.91, Synergy_Loewe=1.61, Synergy_HSA=2.85. (7) Drug 1: CC12CCC3C(C1CCC2=O)CC(=C)C4=CC(=O)C=CC34C. Drug 2: CN1C2=C(C=C(C=C2)N(CCCl)CCCl)N=C1CCCC(=O)O.Cl. Cell line: 786-0. Synergy scores: CSS=38.3, Synergy_ZIP=0.124, Synergy_Bliss=-0.549, Synergy_Loewe=-16.1, Synergy_HSA=-1.07.